From a dataset of Forward reaction prediction with 1.9M reactions from USPTO patents (1976-2016). Predict the product of the given reaction. (1) Given the reactants [NH2:1][C:2]1[C:7]([CH2:8][C:9]2[CH:14]=[CH:13][CH:12]=[CH:11][CH:10]=2)=[N:6][C:5]([C:15]2[CH:20]=[CH:19][C:18]([O:21][CH3:22])=[CH:17][C:16]=2[CH:23]=[CH2:24])=[C:4]([CH:25]=[CH2:26])[N:3]=1.[C:27](Cl)(=[O:29])[CH3:28].O, predict the reaction product. The product is: [CH2:8]([C:7]1[C:2]([NH:1][C:27](=[O:29])[CH3:28])=[N:3][C:4]([CH:25]=[CH2:26])=[C:5]([C:15]2[CH:20]=[CH:19][C:18]([O:21][CH3:22])=[CH:17][C:16]=2[CH:23]=[CH2:24])[N:6]=1)[C:9]1[CH:10]=[CH:11][CH:12]=[CH:13][CH:14]=1. (2) Given the reactants [F:1][C:2]([F:14])([F:13])[O:3][C:4]1[CH:12]=[CH:11][C:7]([C:8](Cl)=[O:9])=[CH:6][CH:5]=1.[N:15]1[CH:20]=[CH:19][C:18]([C:21]2[CH:25]=[C:24]([NH2:26])[O:23][N:22]=2)=[CH:17][CH:16]=1.N1C=CC=CC=1, predict the reaction product. The product is: [N:15]1[CH:16]=[CH:17][C:18]([C:21]2[CH:25]=[C:24]([NH:26][C:8](=[O:9])[C:7]3[CH:11]=[CH:12][C:4]([O:3][C:2]([F:14])([F:13])[F:1])=[CH:5][CH:6]=3)[O:23][N:22]=2)=[CH:19][CH:20]=1. (3) Given the reactants [CH3:1][O:2][C:3]1[CH:8]=[CH:7][C:6]([S:9]([NH:12][C:13]2[CH:18]=[CH:17][C:16]([N:19]3[CH2:24][CH2:23][C:22](=O)[CH2:21][CH2:20]3)=[CH:15][CH:14]=2)(=[O:11])=[O:10])=[CH:5][CH:4]=1.Cl.[NH2:27][CH2:28][C@@H:29]([C:31]1[CH:36]=[CH:35][CH:34]=[C:33](Cl)[CH:32]=1)[OH:30], predict the reaction product. The product is: [OH:30][C@H:29]([C:31]1[CH:36]=[CH:35][CH:34]=[CH:33][CH:32]=1)[CH2:28][NH:27][CH:22]1[CH2:23][CH2:24][N:19]([C:16]2[CH:17]=[CH:18][C:13]([NH:12][S:9]([C:6]3[CH:5]=[CH:4][C:3]([O:2][CH3:1])=[CH:8][CH:7]=3)(=[O:10])=[O:11])=[CH:14][CH:15]=2)[CH2:20][CH2:21]1. (4) Given the reactants [CH:1]([NH:4][C:5](=[O:17])[C:6]([N:8]1[CH2:12][CH2:11][CH:10]([C:13]([OH:15])=O)[C@@H:9]1[CH3:16])=[O:7])([CH3:3])[CH3:2].[Cl:18][C:19]1[C:20]([F:27])=[C:21]([CH:23]=[CH:24][C:25]=1[F:26])[NH2:22], predict the reaction product. The product is: [Cl:18][C:19]1[C:20]([F:27])=[C:21]([NH:22][C:13]([CH:10]2[CH2:11][CH2:12][N:8]([C:6](=[O:7])[C:5]([NH:4][CH:1]([CH3:2])[CH3:3])=[O:17])[C@H:9]2[CH3:16])=[O:15])[CH:23]=[CH:24][C:25]=1[F:26]. (5) The product is: [Cl:8][C:9]1[CH:16]=[CH:15][C:12]([CH2:13][N:1]([CH2:5][CH2:6][OH:7])[CH2:2][CH2:3][OH:4])=[CH:11][CH:10]=1. Given the reactants [NH:1]([CH2:5][CH2:6][OH:7])[CH2:2][CH2:3][OH:4].[Cl:8][C:9]1[CH:16]=[CH:15][C:12]([CH2:13]Cl)=[CH:11][CH:10]=1, predict the reaction product. (6) Given the reactants [N:1]1[CH:6]=[CH:5][C:4]([C:7]([OH:9])=O)=[CH:3][N:2]=1.[NH2:10][C:11]1[CH:19]=[CH:18][CH:17]=[CH:16][C:12]=1[C:13]([NH2:15])=[O:14].CN(C(ON1N=NC2C=CC=CC1=2)=[N+](C)C)C.F[P-](F)(F)(F)(F)F.CCN(C(C)C)C(C)C, predict the reaction product. The product is: [C:13]([C:12]1[CH:16]=[CH:17][CH:18]=[CH:19][C:11]=1[NH:10][C:7]([C:4]1[CH:5]=[CH:6][N:1]=[N:2][CH:3]=1)=[O:9])(=[O:14])[NH2:15].